From a dataset of NCI-60 drug combinations with 297,098 pairs across 59 cell lines. Regression. Given two drug SMILES strings and cell line genomic features, predict the synergy score measuring deviation from expected non-interaction effect. (1) Drug 1: CS(=O)(=O)CCNCC1=CC=C(O1)C2=CC3=C(C=C2)N=CN=C3NC4=CC(=C(C=C4)OCC5=CC(=CC=C5)F)Cl. Drug 2: COC1=C2C(=CC3=C1OC=C3)C=CC(=O)O2. Cell line: BT-549. Synergy scores: CSS=10.7, Synergy_ZIP=-4.24, Synergy_Bliss=-3.01, Synergy_Loewe=1.93, Synergy_HSA=-0.180. (2) Drug 1: C1=NC2=C(N=C(N=C2N1C3C(C(C(O3)CO)O)F)Cl)N. Drug 2: C1=NNC2=C1C(=O)NC=N2. Cell line: T-47D. Synergy scores: CSS=-3.51, Synergy_ZIP=1.89, Synergy_Bliss=0.943, Synergy_Loewe=-3.41, Synergy_HSA=-3.38. (3) Drug 1: CC(C)(C#N)C1=CC(=CC(=C1)CN2C=NC=N2)C(C)(C)C#N. Drug 2: C1=NC2=C(N=C(N=C2N1C3C(C(C(O3)CO)O)F)Cl)N. Cell line: HOP-92. Synergy scores: CSS=-0.550, Synergy_ZIP=1.40, Synergy_Bliss=4.28, Synergy_Loewe=-18.3, Synergy_HSA=-7.04. (4) Drug 1: C1CN1P(=S)(N2CC2)N3CC3. Drug 2: CC1=C(N=C(N=C1N)C(CC(=O)N)NCC(C(=O)N)N)C(=O)NC(C(C2=CN=CN2)OC3C(C(C(C(O3)CO)O)O)OC4C(C(C(C(O4)CO)O)OC(=O)N)O)C(=O)NC(C)C(C(C)C(=O)NC(C(C)O)C(=O)NCCC5=NC(=CS5)C6=NC(=CS6)C(=O)NCCC[S+](C)C)O. Cell line: U251. Synergy scores: CSS=54.5, Synergy_ZIP=-1.01, Synergy_Bliss=0.664, Synergy_Loewe=-10.2, Synergy_HSA=4.37. (5) Drug 1: CC12CCC3C(C1CCC2=O)CC(=C)C4=CC(=O)C=CC34C. Drug 2: COC1=CC(=CC(=C1O)OC)C2C3C(COC3=O)C(C4=CC5=C(C=C24)OCO5)OC6C(C(C7C(O6)COC(O7)C8=CC=CS8)O)O. Cell line: MDA-MB-435. Synergy scores: CSS=14.9, Synergy_ZIP=-4.69, Synergy_Bliss=-5.10, Synergy_Loewe=-5.99, Synergy_HSA=-5.73. (6) Cell line: SK-OV-3. Drug 2: CCC1=C2CN3C(=CC4=C(C3=O)COC(=O)C4(CC)O)C2=NC5=C1C=C(C=C5)O. Synergy scores: CSS=13.6, Synergy_ZIP=0.508, Synergy_Bliss=0.0759, Synergy_Loewe=-5.87, Synergy_HSA=3.09. Drug 1: CC12CCC3C(C1CCC2=O)CC(=C)C4=CC(=O)C=CC34C. (7) Drug 1: C1C(C(OC1N2C=C(C(=O)NC2=O)F)CO)O. Drug 2: CC1CCC2CC(C(=CC=CC=CC(CC(C(=O)C(C(C(=CC(C(=O)CC(OC(=O)C3CCCCN3C(=O)C(=O)C1(O2)O)C(C)CC4CCC(C(C4)OC)O)C)C)O)OC)C)C)C)OC. Cell line: SK-MEL-5. Synergy scores: CSS=12.7, Synergy_ZIP=-1.10, Synergy_Bliss=0.315, Synergy_Loewe=0.0254, Synergy_HSA=0.807. (8) Drug 1: C1CN(CCN1C(=O)CCBr)C(=O)CCBr. Cell line: SW-620. Drug 2: CC1=C(C(=O)C2=C(C1=O)N3CC4C(C3(C2COC(=O)N)OC)N4)N. Synergy scores: CSS=43.5, Synergy_ZIP=-6.38, Synergy_Bliss=-5.88, Synergy_Loewe=-9.20, Synergy_HSA=0.914. (9) Drug 1: CC1=CC=C(C=C1)C2=CC(=NN2C3=CC=C(C=C3)S(=O)(=O)N)C(F)(F)F. Drug 2: C1=NC2=C(N1)C(=S)N=CN2. Cell line: HT29. Synergy scores: CSS=33.7, Synergy_ZIP=-1.00, Synergy_Bliss=-1.35, Synergy_Loewe=-33.4, Synergy_HSA=-3.92.